From a dataset of Catalyst prediction with 721,799 reactions and 888 catalyst types from USPTO. Predict which catalyst facilitates the given reaction. (1) Reactant: C=O.[CH3:3][O:4][C:5]1[CH:10]=[C:9]([CH:11]2[CH2:16][CH2:15][NH:14][CH2:13][CH2:12]2)[CH:8]=[CH:7][C:6]=1[NH:17][C:18]1[N:23]=[C:22]([CH2:24][CH2:25][C:26]2[CH:31]=[CH:30][CH:29]=[CH:28][C:27]=2[CH2:32][C:33]([NH2:35])=[O:34])[C:21]([C:36]([F:39])([F:38])[F:37])=[CH:20][N:19]=1.[C:40](O[BH-](OC(=O)C)OC(=O)C)(=O)C.[Na+].CO.C(Cl)Cl. Product: [CH3:3][O:4][C:5]1[CH:10]=[C:9]([CH:11]2[CH2:16][CH2:15][N:14]([CH3:40])[CH2:13][CH2:12]2)[CH:8]=[CH:7][C:6]=1[NH:17][C:18]1[N:23]=[C:22]([CH2:24][CH2:25][C:26]2[CH:31]=[CH:30][CH:29]=[CH:28][C:27]=2[CH2:32][C:33]([NH2:35])=[O:34])[C:21]([C:36]([F:37])([F:38])[F:39])=[CH:20][N:19]=1. The catalyst class is: 125. (2) Reactant: [C:1]([O:5][C:6]([NH:8][CH:9]([CH2:15][C:16]1[CH:21]=[CH:20][CH:19]=[CH:18][CH:17]=1)[CH:10]([OH:14])[C:11]([OH:13])=O)=[O:7])([CH3:4])([CH3:3])[CH3:2].[CH3:22][O:23][CH2:24][CH2:25][NH2:26].C(N(CC)C(C)C)(C)C.CN(C(ON1N=NC2C=CC=NC1=2)=[N+](C)C)C.F[P-](F)(F)(F)(F)F. Product: [C:1]([O:5][C:6](=[O:7])[NH:8][C@@H:9]([CH2:15][C:16]1[CH:21]=[CH:20][CH:19]=[CH:18][CH:17]=1)[CH:10]([OH:14])[C:11](=[O:13])[NH:26][CH2:25][CH2:24][O:23][CH3:22])([CH3:2])([CH3:3])[CH3:4]. The catalyst class is: 4. (3) Reactant: [Cl:1][C:2]1[C:3]([O:16][C:17]2[CH:18]=[N:19][C:20](F)=[C:21]([Cl:23])[CH:22]=2)=[CH:4][C:5]([F:15])=[C:6]([CH:14]=1)[C:7]([NH:9][S:10]([CH3:13])(=[O:12])=[O:11])=[O:8].[C:25]1([OH:31])[CH:30]=[CH:29][CH:28]=[CH:27][CH:26]=1.C([O-])([O-])=O.[Cs+].[Cs+]. Product: [Cl:1][C:2]1[C:3]([O:16][C:17]2[CH:18]=[N:19][C:20]([O:31][C:25]3[CH:30]=[CH:29][CH:28]=[CH:27][CH:26]=3)=[C:21]([Cl:23])[CH:22]=2)=[CH:4][C:5]([F:15])=[C:6]([CH:14]=1)[C:7]([NH:9][S:10]([CH3:13])(=[O:12])=[O:11])=[O:8]. The catalyst class is: 16.